From a dataset of Reaction yield outcomes from USPTO patents with 853,638 reactions. Predict the reaction yield, written as a fraction of the theoretical maximum amount of product (1.0 means a 100% yield; for example, 0.34 means a 34% yield). (1) The reactants are [CH3:1][O:2][C:3]1[CH:4]=[C:5]2[C:9](=[CH:10][CH:11]=1)[C@H:8]([C@H:12]([CH2:16][CH3:17])[C:13]([OH:15])=[O:14])[CH2:7][CH2:6]2.[C:18]([O-])(O)=O.[Na+].CI.O. The catalyst is CN(C=O)C. The product is [CH3:1][O:2][C:3]1[CH:4]=[C:5]2[C:9](=[CH:10][CH:11]=1)[C@H:8]([C@H:12]([CH2:16][CH3:17])[C:13]([O:15][CH3:18])=[O:14])[CH2:7][CH2:6]2. The yield is 0.990. (2) The reactants are [C:1]1([NH:7]N)[CH:6]=[CH:5][CH:4]=[CH:3][CH:2]=1.S(=O)(=O)(O)O.[O:14]1[CH:19]=[CH:18][CH2:17][CH2:16][CH2:15]1. The catalyst is CN(C)C(=O)C. The product is [NH:7]1[C:1]2[C:6](=[CH:5][CH:4]=[CH:3][CH:2]=2)[C:18]([CH2:17][CH2:16][CH2:15][OH:14])=[CH:19]1. The yield is 0.630. (3) The yield is 0.310. The product is [Br:24][C:4]1[C:3](=[O:15])[C:2]([CH3:16])([CH3:1])[O:6][C:5]=1[C:7]1[CH:14]=[CH:13][C:10]([C:11]#[N:12])=[CH:9][CH:8]=1. The reactants are [CH3:1][C:2]1([CH3:16])[O:6][C:5]([C:7]2[CH:14]=[CH:13][C:10]([C:11]#[N:12])=[CH:9][CH:8]=2)=[CH:4][C:3]1=[O:15].C1C(=O)N([Br:24])C(=O)C1. The catalyst is C(Cl)(Cl)Cl.C(Cl)Cl. (4) The reactants are [CH3:1][C:2]1[CH:7]=[N:6][CH:5]=[C:4]([CH3:8])[N:3]=1.CC(C)([O-])C.[K+].[F:15][C:16]1[CH:17]=[C:18]([CH:21]=[CH:22][CH:23]=1)[CH:19]=O.CCCCCC. The catalyst is C1COCC1.C(OCC)(=O)C. The product is [F:15][C:16]1[CH:17]=[C:18](/[CH:19]=[CH:1]/[C:2]2[CH:7]=[N:6][CH:5]=[C:4]([CH3:8])[N:3]=2)[CH:21]=[CH:22][CH:23]=1. The yield is 0.420. (5) The reactants are [CH3:1][O:2][C:3](=[O:8])[CH:4](Cl)[CH:5]=O.[NH2:9][C:10]([NH2:12])=[S:11].C. The catalyst is O. The product is [CH3:1][O:2][C:3]([C:4]1[S:11][C:10]([NH2:12])=[N:9][CH:5]=1)=[O:8]. The yield is 0.440. (6) The reactants are [Br-].[N:2]1([C:7]2[CH:25]=[CH:24][C:10]([C:11](=[O:23])[CH2:12][N+:13]3[C:22]4[C:17](=[CH:18][CH:19]=[CH:20][CH:21]=4)[CH:16]=[CH:15][CH:14]=3)=[CH:9][CH:8]=2)[CH2:6][CH2:5][CH2:4][CH2:3]1.BrCC(C1C=C[C:33]([N:36]2CCCC2)=[CH:32][CH:31]=1)=O.N1C2C(=CC=CC=2)C=CC=1. The catalyst is C(#N)C. The product is [C:33]([C:32]1[CH:31]=[C:12]([C:11](=[O:23])[C:10]2[CH:9]=[CH:8][C:7]([N:2]3[CH2:6][CH2:5][CH2:4][CH2:3]3)=[CH:25][CH:24]=2)[N:13]2[C:22]3[C:17](=[CH:18][CH:19]=[CH:20][CH:21]=3)[CH:16]=[CH:15][C:14]=12)#[N:36]. The yield is 0.960. (7) The reactants are COC[O:4][C:5]1[CH:6]=[C:7]([CH2:18][OH:19])[CH:8]=[C:9]([O:11][C:12]2[CH:17]=[CH:16][CH:15]=[CH:14][CH:13]=2)[CH:10]=1.Cl. The catalyst is C(O)C. The product is [OH:19][CH2:18][C:7]1[CH:6]=[C:5]([OH:4])[CH:10]=[C:9]([O:11][C:12]2[CH:17]=[CH:16][CH:15]=[CH:14][CH:13]=2)[CH:8]=1. The yield is 0.960. (8) The reactants are [CH2:1]([O:3][C:4](=[C:6]([C:9]#[N:10])[C:7]#[N:8])[CH3:5])C.CO[CH:13](OC)[N:14]([CH3:16])[CH3:15]. The catalyst is CO. The product is [CH3:13][N:14]([CH3:16])[CH:15]=[CH:5][C:4](=[C:6]([C:9]#[N:10])[C:7]#[N:8])[O:3][CH3:1]. The yield is 0.380. (9) The reactants are [C:1](=O)([O-])[O-].[Cs+].[Cs+].[CH3:7][O:8][C:9]1[N:10]=[C:11]2[C:20](=[CH:21][CH:22]=1)[N:19]=[CH:18][C:17]1[O:16][CH2:15][CH:14]([C@H:23]3[CH2:28][CH2:27][C@H:26]([N:29]4[C:37](=[O:38])[C:36]5[C:31](=[CH:32][CH:33]=[CH:34][CH:35]=5)[C:30]4=[O:39])[CH2:25][CH2:24]3)[NH:13][C:12]2=1.IC. The catalyst is CN(C)C=O. The product is [CH3:7][O:8][C:9]1[N:10]=[C:11]2[C:20](=[CH:21][CH:22]=1)[N:19]=[CH:18][C:17]1[O:16][CH2:15][CH:14]([C@H:23]3[CH2:24][CH2:25][C@H:26]([N:29]4[C:30](=[O:39])[C:31]5[C:36](=[CH:35][CH:34]=[CH:33][CH:32]=5)[C:37]4=[O:38])[CH2:27][CH2:28]3)[N:13]([CH3:1])[C:12]2=1. The yield is 0.540. (10) The reactants are [C:1]([C:5]1[NH:6][C:7]2[C:12]([C:13]=1[CH2:14][CH:15](OC)[O:16]C)=[CH:11][CH:10]=[C:9]([N+:20]([O-:22])=[O:21])[CH:8]=2)([CH3:4])([CH3:3])[CH3:2].FC(F)(F)C(O)=O.C(=O)(O)[O-].[Na+]. The catalyst is C(Cl)Cl. The product is [C:1]([C:5]1[NH:6][C:7]2[C:12]([C:13]=1[CH2:14][CH:15]=[O:16])=[CH:11][CH:10]=[C:9]([N+:20]([O-:22])=[O:21])[CH:8]=2)([CH3:4])([CH3:2])[CH3:3]. The yield is 0.910.